Dataset: Forward reaction prediction with 1.9M reactions from USPTO patents (1976-2016). Task: Predict the product of the given reaction. (1) Given the reactants [C:1]([C:5]1[CH:10]=[CH:9][C:8]([C:11]2[C:19]3[C:14](=[CH:15][CH:16]=[C:17]([NH:20][CH2:21][CH:22]4[CH2:24][CH2:23]4)[CH:18]=3)[N:13]([CH2:25][C:26]3[CH:31]=[CH:30][CH:29]=[C:28]([O:32][CH3:33])[CH:27]=3)[C:12]=2[C:34]([O:36]CC)=[O:35])=[CH:7][CH:6]=1)([CH3:4])([CH3:3])[CH3:2].[ClH:39], predict the reaction product. The product is: [ClH:39].[C:1]([C:5]1[CH:6]=[CH:7][C:8]([C:11]2[C:19]3[C:14](=[CH:15][CH:16]=[C:17]([NH:20][CH2:21][CH:22]4[CH2:24][CH2:23]4)[CH:18]=3)[N:13]([CH2:25][C:26]3[CH:31]=[CH:30][CH:29]=[C:28]([O:32][CH3:33])[CH:27]=3)[C:12]=2[C:34]([OH:36])=[O:35])=[CH:9][CH:10]=1)([CH3:4])([CH3:2])[CH3:3]. (2) Given the reactants [F:1][C:2]1[CH:7]=[CH:6][C:5]([O:8][CH3:9])=[CH:4][C:3]=1[N:10]=[C:11]=[O:12].[N-:13]=C=O.[NH2:16][C:17]1[N:22]([C:23]2[CH:28]=[CH:27][CH:26]=[C:25](N)[CH:24]=2)[CH2:21][N:20]=[C:19]2[O:30][CH:31]=[CH:32][C:18]=12, predict the reaction product. The product is: [NH2:16][C:17]1[N:22]([C:23]2[CH:28]=[CH:27][C:26]([N:10]([C:3]3[CH:4]=[C:5]([O:8][CH3:9])[CH:6]=[CH:7][C:2]=3[F:1])[C:11]([NH2:13])=[O:12])=[CH:25][CH:24]=2)[CH2:21][N:20]=[C:19]2[O:30][CH:31]=[CH:32][C:18]=12. (3) Given the reactants [I:1]C1C=CC2C3CCN(C(OC(C)(C)C)=O)CC3OC=2C=1.CC1(C)C(C)(C)OB([C:30]2[C:35]3[O:36][CH:37]4[CH:42]([C:34]=3[CH:33]=[CH:32][CH:31]=2)[CH2:41][CH2:40][N:39]([C:43]([O:45][C:46]([CH3:49])([CH3:48])[CH3:47])=[O:44])[CH2:38]4)O1, predict the reaction product. The product is: [I:1][C:30]1[C:35]2[O:36][CH:37]3[CH:42]([C:34]=2[CH:33]=[CH:32][CH:31]=1)[CH2:41][CH2:40][N:39]([C:43]([O:45][C:46]([CH3:49])([CH3:48])[CH3:47])=[O:44])[CH2:38]3.